Task: Predict the reactants needed to synthesize the given product.. Dataset: Full USPTO retrosynthesis dataset with 1.9M reactions from patents (1976-2016) (1) Given the product [F:20][C:17]1([F:21])[CH2:18][CH2:19][CH:15]([CH2:14][N:5]2[C:6]([C:7]3[CH:12]=[CH:11][C:10]([F:13])=[CH:9][CH:8]=3)=[C:2]([C:31]3[CH:32]=[CH:33][C:34]4[O:39][CH2:38][C:37](=[O:40])[NH:36][C:35]=4[CH:41]=3)[C:3]([CH3:22])=[N:4]2)[CH2:16]1, predict the reactants needed to synthesize it. The reactants are: Br[C:2]1[C:3]([CH3:22])=[N:4][N:5]([CH2:14][CH:15]2[CH2:19][CH2:18][C:17]([F:21])([F:20])[CH2:16]2)[C:6]=1[C:7]1[CH:12]=[CH:11][C:10]([F:13])=[CH:9][CH:8]=1.CC1(C)C(C)(C)OB([C:31]2[CH:32]=[CH:33][C:34]3[O:39][CH2:38][C:37](=[O:40])[NH:36][C:35]=3[CH:41]=2)O1.C(=O)([O-])[O-].[Cs+].[Cs+].O. (2) Given the product [Cl:1][C:2]1[CH:3]=[C:4]([F:8])[CH:5]=[CH:6][C:7]=1[N+:14]([O-:16])=[O:15], predict the reactants needed to synthesize it. The reactants are: [Cl:1][C:2]1[CH:7]=[CH:6][CH:5]=[C:4]([F:8])[CH:3]=1.CS(O)(=O)=O.[N+:14]([O-])([O-:16])=[O:15].[Na+]. (3) Given the product [NH2:34][C:22]1[C:27]([C:28]#[N:29])=[C:26]([NH:20][C@H:18]([C:7]2[C:8]([C:12]3[CH:17]=[CH:16][CH:15]=[CH:14][N:13]=3)=[N:9][C:10]3[C:5]([CH:6]=2)=[CH:4][CH:3]=[C:2]([F:1])[CH:11]=3)[CH3:19])[N:25]=[CH:24][N:23]=1, predict the reactants needed to synthesize it. The reactants are: [F:1][C:2]1[CH:11]=[C:10]2[C:5]([CH:6]=[C:7]([C@@H:18]([NH2:20])[CH3:19])[C:8]([C:12]3[CH:17]=[CH:16][CH:15]=[CH:14][N:13]=3)=[N:9]2)=[CH:4][CH:3]=1.Cl[C:22]1[C:27]([C:28]#[N:29])=[C:26](Cl)[N:25]=[CH:24][N:23]=1.C([N:34](CC)C(C)C)(C)C.N. (4) Given the product [NH2:11][C:6]1[S:7][C:8]([CH3:10])=[CH:9][C:5]=1[C:3]([OH:4])=[O:2], predict the reactants needed to synthesize it. The reactants are: C[O:2][C:3]([C:5]1[CH:9]=[C:8]([CH3:10])[S:7][C:6]=1[NH2:11])=[O:4].O[Li].O. (5) Given the product [OH:4][C:5]1[CH:10]=[CH:9][C:8]([CH:11]=[CH:12][C:13]([NH:15][C@H:16]([C:26]([OH:28])=[O:27])[CH2:17][C:18]2[CH:19]=[CH:20][C:21]([O:24][CH3:25])=[CH:22][CH:23]=2)=[O:14])=[CH:7][CH:6]=1, predict the reactants needed to synthesize it. The reactants are: C([O:4][C:5]1[CH:10]=[CH:9][C:8]([CH:11]=[CH:12][C:13]([NH:15][C@H:16]([C:26]([O:28]C)=[O:27])[CH2:17][C:18]2[CH:23]=[CH:22][C:21]([O:24][CH3:25])=[CH:20][CH:19]=2)=[O:14])=[CH:7][CH:6]=1)(=O)C.[OH-].[Na+]. (6) Given the product [S:17]1[C:13]([C:10]2[NH:11][C:12]3[C:8]([CH:9]=2)=[CH:7][CH:6]=[CH:5][C:4]=3[NH2:1])=[N:14][CH:15]=[N:16]1, predict the reactants needed to synthesize it. The reactants are: [N+:1]([C:4]1[CH:5]=[CH:6][CH:7]=[C:8]2[C:12]=1[NH:11][C:10]([C:13]1[S:17][N:16]=[CH:15][N:14]=1)=[CH:9]2)([O-])=O.O1CCCC1.O.NN.